Dataset: Peptide-MHC class II binding affinity with 134,281 pairs from IEDB. Task: Regression. Given a peptide amino acid sequence and an MHC pseudo amino acid sequence, predict their binding affinity value. This is MHC class II binding data. (1) The peptide sequence is AVGLFIRLLGGESDA. The MHC is DRB1_0802 with pseudo-sequence DRB1_0802. The binding affinity (normalized) is 0.463. (2) The peptide sequence is GSKCVRDGKGGFLYI. The MHC is DRB1_0101 with pseudo-sequence DRB1_0101. The binding affinity (normalized) is 0.419. (3) The peptide sequence is NDVSTYASGKVWGQK. The MHC is DRB1_1201 with pseudo-sequence DRB1_1201. The binding affinity (normalized) is 0.0571. (4) The peptide sequence is GITIKKTGQALVVGI. The MHC is DRB1_1101 with pseudo-sequence DRB1_1101. The binding affinity (normalized) is 0.512. (5) The peptide sequence is AFKPVLVDEGRKVAI. The MHC is DRB1_1301 with pseudo-sequence DRB1_1301. The binding affinity (normalized) is 0.571.